From a dataset of Forward reaction prediction with 1.9M reactions from USPTO patents (1976-2016). Predict the product of the given reaction. (1) Given the reactants I[C:2]1[CH:3]=[C:4]([C:12]2[O:13][CH2:14][C:15]([CH3:18])([CH3:17])[N:16]=2)[CH:5]=[C:6]([C:8]([F:11])([F:10])[F:9])[CH:7]=1.[B:19]([O:28]C(C)C)([O:24]C(C)C)[O:20]C(C)C.C([Li])CCC, predict the reaction product. The product is: [CH3:17][C:15]1([CH3:18])[CH2:14][O:13][C:12]([C:4]2[CH:3]=[C:2]([O:20][B:19]([OH:28])[OH:24])[CH:7]=[C:6]([C:8]([F:11])([F:10])[F:9])[CH:5]=2)=[N:16]1. (2) Given the reactants [OH-].[Li+].C([O:6][C:7]1[CH:16]=[CH:15][C:10]([C:11]([O:13]C)=[O:12])=[CH:9][C:8]=1[CH2:17][CH:18]=[C:19]([CH3:21])[CH3:20])(=O)C.C1COCC1.CO.O.Cl, predict the reaction product. The product is: [OH:6][C:7]1[CH:16]=[CH:15][C:10]([C:11]([OH:13])=[O:12])=[CH:9][C:8]=1[CH2:17][CH:18]=[C:19]([CH3:21])[CH3:20].